This data is from Full USPTO retrosynthesis dataset with 1.9M reactions from patents (1976-2016). The task is: Predict the reactants needed to synthesize the given product. The reactants are: [OH:1][CH2:2][C:3]1[NH:4][CH:5]=[C:6]([O:10][CH2:11][C:12]2[CH:17]=[CH:16][C:15]([O:18][CH3:19])=[CH:14][CH:13]=2)[C:7](=[O:9])[CH:8]=1.[C:20](Cl)(=[O:22])[CH3:21]. Given the product [CH3:19][O:18][C:15]1[CH:14]=[CH:13][C:12]([CH2:11][O:10][C:6]2[C:7](=[O:9])[CH:8]=[C:3]([CH2:2][O:1][C:20](=[O:22])[CH3:21])[NH:4][CH:5]=2)=[CH:17][CH:16]=1, predict the reactants needed to synthesize it.